The task is: Regression. Given a peptide amino acid sequence and an MHC pseudo amino acid sequence, predict their binding affinity value. This is MHC class I binding data.. This data is from Peptide-MHC class I binding affinity with 185,985 pairs from IEDB/IMGT. (1) The binding affinity (normalized) is 0.213. The MHC is HLA-B08:01 with pseudo-sequence HLA-B08:01. The peptide sequence is MYPFIFFIV. (2) The peptide sequence is MSPSYVKYR. The MHC is HLA-A03:01 with pseudo-sequence HLA-A03:01. The binding affinity (normalized) is 0.544. (3) The peptide sequence is KSDAKRNSK. The MHC is HLA-A03:01 with pseudo-sequence HLA-A03:01. The binding affinity (normalized) is 0.348. (4) The peptide sequence is TLLVVGILLVV. The MHC is HLA-A68:02 with pseudo-sequence HLA-A68:02. The binding affinity (normalized) is 0.201. (5) The peptide sequence is IHIGPGRAF. The MHC is H-2-Kb with pseudo-sequence H-2-Kb. The binding affinity (normalized) is 0.167. (6) The peptide sequence is FDHVNTLHF. The MHC is HLA-A26:01 with pseudo-sequence HLA-A26:01. The binding affinity (normalized) is 0.